Dataset: Catalyst prediction with 721,799 reactions and 888 catalyst types from USPTO. Task: Predict which catalyst facilitates the given reaction. (1) Reactant: Cl.[F:2][C:3]1[CH:8]=[CH:7][C:6]([C:9]2[N:13]=[C:12]([CH:14]3[O:19][CH2:18][CH2:17][NH:16][CH2:15]3)[O:11][N:10]=2)=[CH:5][CH:4]=1.C(N(CC)CC)C.[F:27][C:28]1[CH:36]=[CH:35][C:31]([C:32](Cl)=[O:33])=[CH:30][CH:29]=1.Cl. Product: [F:27][C:28]1[CH:36]=[CH:35][C:31]([C:32]([N:16]2[CH2:17][CH2:18][O:19][CH:14]([C:12]3[O:11][N:10]=[C:9]([C:6]4[CH:7]=[CH:8][C:3]([F:2])=[CH:4][CH:5]=4)[N:13]=3)[CH2:15]2)=[O:33])=[CH:30][CH:29]=1. The catalyst class is: 4. (2) Reactant: [Cl:1][C:2]1[CH:7]=[CH:6][C:5]([C:8]2[NH:9][C:10]3[N:11]([N:15]=[CH:16][C:17]=3[C:18]([NH:20][CH2:21][C:22]#[CH:23])=[O:19])[C:12](=[O:14])[CH:13]=2)=[CH:4][C:3]=1[O:24][CH3:25].[H-].[Na+]. Product: [Cl:1][C:2]1[CH:7]=[CH:6][C:5]([C:8]2[NH:9][C:10]3[N:11]([N:15]=[CH:16][C:17]=3[C:18]3[O:19][C:22]([CH3:23])=[CH:21][N:20]=3)[C:12](=[O:14])[CH:13]=2)=[CH:4][C:3]=1[O:24][CH3:25]. The catalyst class is: 16. (3) Reactant: [F:1][C:2]([F:15])([F:14])[C:3]([NH:5][C:6]1[CH:11]=[CH:10][C:9]([O:12][CH3:13])=[CH:8][CH:7]=1)=O.P(Cl)(Cl)([Cl:18])=O.C(N(CC)CC)C.C(#N)C. Product: [CH3:13][O:12][C:9]1[CH:10]=[CH:11][C:6]([N:5]=[C:3]([Cl:18])[C:2]([F:15])([F:14])[F:1])=[CH:7][CH:8]=1. The catalyst class is: 13. (4) Reactant: [F:1][C:2]1[CH:3]=[CH:4][C:5]([N:8]2[CH:12]=[C:11]([C:13]([OH:15])=O)[C:10]([C:16]3[CH:21]=[CH:20][CH:19]=[CH:18][CH:17]=3)=[N:9]2)=[N:6][CH:7]=1.[O-:22][N+:23]1[C:28]([C:29]([F:32])([F:31])[F:30])=[CH:27][CH:26]=[C:25]([C@H:33]([NH2:35])[CH3:34])[CH:24]=1.C(Cl)CCl.C1C=NC2N(O)N=NC=2C=1.C(N(CC)CC)C. Product: [F:1][C:2]1[CH:3]=[CH:4][C:5]([N:8]2[CH:12]=[C:11]([C:13]([NH:35][C@@H:33]([C:25]3[CH:24]=[N+:23]([O-:22])[C:28]([C:29]([F:30])([F:31])[F:32])=[CH:27][CH:26]=3)[CH3:34])=[O:15])[C:10]([C:16]3[CH:21]=[CH:20][CH:19]=[CH:18][CH:17]=3)=[N:9]2)=[N:6][CH:7]=1. The catalyst class is: 3. (5) Reactant: O[C:2]1[CH2:7][CH2:6][C:5]([CH3:9])([CH3:8])[CH2:4][C:3]=1[C:10]([O:12]C)=O.[NH2:14][C:15]1[CH:16]=[C:17]([CH:22]=[CH:23][C:24]=1[Br:25])[C:18]([O:20][CH3:21])=[O:19].O1CCOCC1. Product: [Br:25][C:24]1[C:15]2[NH:14][C:2]3[CH2:7][CH2:6][C:5]([CH3:8])([CH3:9])[CH2:4][C:3]=3[C:10](=[O:12])[C:16]=2[C:17]([C:18]([O:20][CH3:21])=[O:19])=[CH:22][CH:23]=1. The catalyst class is: 6. (6) Reactant: [CH2:1]([O:3][C:4]([C:6]1[N:10]([CH2:11][C:12]2[CH:17]=[CH:16][C:15]([C:18]3[CH:23]=[CH:22][CH:21]=[CH:20][C:19]=3[C:24]#[N:25])=[CH:14][CH:13]=2)[C:9]([CH2:26][CH2:27][CH3:28])=[N:8][C:7]=1[C:29]([OH:32])([CH3:31])[CH3:30])=[O:5])[CH3:2].C([Sn](Cl)(CCCC)CCCC)CCC.[N-:47]=[N+:48]=[N-:49].[Na+]. Product: [CH2:1]([O:3][C:4]([C:6]1[N:10]([CH2:11][C:12]2[CH:17]=[CH:16][C:15]([C:18]3[CH:23]=[CH:22][CH:21]=[CH:20][C:19]=3[C:24]3[NH:49][N:48]=[N:47][N:25]=3)=[CH:14][CH:13]=2)[C:9]([CH2:26][CH2:27][CH3:28])=[N:8][C:7]=1[C:29]([OH:32])([CH3:30])[CH3:31])=[O:5])[CH3:2]. The catalyst class is: 11.